Dataset: NCI-60 drug combinations with 297,098 pairs across 59 cell lines. Task: Regression. Given two drug SMILES strings and cell line genomic features, predict the synergy score measuring deviation from expected non-interaction effect. (1) Drug 1: CC1=C(C(=O)C2=C(C1=O)N3CC4C(C3(C2COC(=O)N)OC)N4)N. Drug 2: COC1=C2C(=CC3=C1OC=C3)C=CC(=O)O2. Cell line: NCI/ADR-RES. Synergy scores: CSS=5.08, Synergy_ZIP=-0.619, Synergy_Bliss=-0.210, Synergy_Loewe=-6.67, Synergy_HSA=-0.720. (2) Drug 2: C1CN1P(=S)(N2CC2)N3CC3. Synergy scores: CSS=25.5, Synergy_ZIP=-2.13, Synergy_Bliss=-5.19, Synergy_Loewe=-21.7, Synergy_HSA=-4.03. Cell line: SK-MEL-2. Drug 1: CC1=C2C(C(=O)C3(C(CC4C(C3C(C(C2(C)C)(CC1OC(=O)C(C(C5=CC=CC=C5)NC(=O)OC(C)(C)C)O)O)OC(=O)C6=CC=CC=C6)(CO4)OC(=O)C)OC)C)OC. (3) Drug 1: CS(=O)(=O)C1=CC(=C(C=C1)C(=O)NC2=CC(=C(C=C2)Cl)C3=CC=CC=N3)Cl. Drug 2: CC12CCC(CC1=CCC3C2CCC4(C3CC=C4C5=CN=CC=C5)C)O. Cell line: OVCAR-5. Synergy scores: CSS=13.1, Synergy_ZIP=-4.18, Synergy_Bliss=0.0879, Synergy_Loewe=-2.33, Synergy_HSA=0.0517. (4) Drug 1: C1CCN(CC1)CCOC2=CC=C(C=C2)C(=O)C3=C(SC4=C3C=CC(=C4)O)C5=CC=C(C=C5)O. Drug 2: C1C(C(OC1N2C=NC(=NC2=O)N)CO)O. Cell line: NCI-H322M. Synergy scores: CSS=8.17, Synergy_ZIP=-2.26, Synergy_Bliss=-1.10, Synergy_Loewe=-5.73, Synergy_HSA=-3.20. (5) Drug 1: C1CCN(CC1)CCOC2=CC=C(C=C2)C(=O)C3=C(SC4=C3C=CC(=C4)O)C5=CC=C(C=C5)O. Drug 2: CC1=C2C(C(=O)C3(C(CC4C(C3C(C(C2(C)C)(CC1OC(=O)C(C(C5=CC=CC=C5)NC(=O)OC(C)(C)C)O)O)OC(=O)C6=CC=CC=C6)(CO4)OC(=O)C)OC)C)OC. Cell line: MDA-MB-231. Synergy scores: CSS=37.5, Synergy_ZIP=4.60, Synergy_Bliss=5.48, Synergy_Loewe=-18.3, Synergy_HSA=4.32.